Task: Predict which catalyst facilitates the given reaction.. Dataset: Catalyst prediction with 721,799 reactions and 888 catalyst types from USPTO (1) Reactant: [CH3:1][C:2]1([CH3:16])[C:6]([CH3:8])([CH3:7])[O:5][B:4]([C:9]2[CH:10]=[C:11]([OH:15])[CH:12]=[CH:13][CH:14]=2)[O:3]1.CCN(CC)CC.[CH3:24][N:25]([CH3:29])[C:26](Cl)=[O:27].O. Product: [CH3:24][N:25]([CH3:29])[C:26](=[O:27])[O:15][C:11]1[CH:12]=[CH:13][CH:14]=[C:9]([B:4]2[O:3][C:2]([CH3:16])([CH3:1])[C:6]([CH3:7])([CH3:8])[O:5]2)[CH:10]=1. The catalyst class is: 79. (2) Product: [NH2:15][C@@H:16]([CH3:31])[C:17]([C:25]1[CH:30]=[CH:29][CH:28]=[CH:27][CH:26]=1)([C:19]1[CH:24]=[CH:23][CH:22]=[CH:21][CH:20]=1)[OH:18].[OH:1][C:2]1[CH:14]=[CH:13][C:5]2[C:6]([CH2:9][C:10]([OH:12])=[O:11])=[CH:7][O:8][C:4]=2[CH:3]=1. Reactant: [OH:1][C:2]1[CH:14]=[CH:13][C:5]2[C:6]([CH2:9][C:10]([OH:12])=[O:11])=[CH:7][O:8][C:4]=2[CH:3]=1.[NH2:15][C@@H:16]([CH3:31])[C:17]([C:25]1[CH:30]=[CH:29][CH:28]=[CH:27][CH:26]=1)([C:19]1[CH:24]=[CH:23][CH:22]=[CH:21][CH:20]=1)[OH:18].C(OC(C)C)(C)C. The catalyst class is: 13. (3) Reactant: [CH2:1]([O:3][C:4]1[CH:9]=[CH:8][CH:7]=[C:6]([CH2:10][CH2:11][N+:12]([O-])=O)[CH:5]=1)[CH3:2]. Product: [CH2:1]([O:3][C:4]1[CH:5]=[C:6]([CH2:10][CH2:11][NH2:12])[CH:7]=[CH:8][CH:9]=1)[CH3:2]. The catalyst class is: 1. (4) Reactant: [CH3:1][CH:2]([CH2:4][CH:5]([N:17]([CH3:19])[CH3:18])[C:6]1([C:10]2[CH:11]=[CH:12][C:13]([Cl:16])=[CH:14][CH:15]=2)[CH2:9][CH2:8][CH2:7]1)[CH3:3].[Br:20]([OH:23])(=[O:22])=[O:21]. Product: [CH3:3][CH:2]([CH2:4][CH:5]([N:17]([CH3:18])[CH3:19])[C:6]1([C:10]2[CH:11]=[CH:12][C:13]([Cl:16])=[CH:14][CH:15]=2)[CH2:7][CH2:8][CH2:9]1)[CH3:1].[Br:20]([O-:23])(=[O:22])=[O:21]. The catalyst class is: 13. (5) Reactant: C(=O)([O-])[O-].[K+].[K+].F[C:8]1[CH:9]=[CH:10][C:11]([N+:18]([O-:20])=[O:19])=[C:12]([CH:17]=1)[C:13]([NH:15][CH3:16])=[O:14].[CH3:21][N:22]1[CH2:27][CH2:26][NH:25][CH2:24][CH2:23]1. Product: [CH3:16][NH:15][C:13](=[O:14])[C:12]1[CH:17]=[C:8]([N:25]2[CH2:26][CH2:27][N:22]([CH3:21])[CH2:23][CH2:24]2)[CH:9]=[CH:10][C:11]=1[N+:18]([O-:20])=[O:19]. The catalyst class is: 9. (6) The catalyst class is: 5. Product: [N+:8]([C:7]1[C:2]([NH:18][CH:19]([CH3:20])[C:21]([OH:23])=[O:22])=[N:3][CH:4]=[CH:5][CH:6]=1)([O-:10])=[O:9]. Reactant: F[C:2]1[C:7]([N+:8]([O-:10])=[O:9])=[CH:6][CH:5]=[CH:4][N:3]=1.CCN(CC)CC.[NH2:18][C@H:19]([C:21]([OH:23])=[O:22])[CH3:20].